The task is: Predict the reactants needed to synthesize the given product.. This data is from Full USPTO retrosynthesis dataset with 1.9M reactions from patents (1976-2016). (1) Given the product [C:1]([O:5][C:6]([N:8]1[CH2:13][CH2:12][CH:11]([CH2:14][CH2:15][O:16][C:17]2[C:22]([C:23](=[O:32])[NH:24][CH2:25][C:26]3[CH:31]=[CH:30][CH:29]=[CH:28][CH:27]=3)=[C:21]([Cl:33])[N:20]=[C:19]([C:38]#[N:39])[N:18]=2)[CH2:10][CH2:9]1)=[O:7])([CH3:4])([CH3:3])[CH3:2], predict the reactants needed to synthesize it. The reactants are: [C:1]([O:5][C:6]([N:8]1[CH2:13][CH2:12][CH:11]([CH2:14][CH2:15][O:16][C:17]2[C:22]([C:23](=[O:32])[NH:24][CH2:25][C:26]3[CH:31]=[CH:30][CH:29]=[CH:28][CH:27]=3)=[C:21]([Cl:33])[N:20]=[C:19](S(C)(=O)=O)[N:18]=2)[CH2:10][CH2:9]1)=[O:7])([CH3:4])([CH3:3])[CH3:2].[C-:38]#[N:39].[Na+]. (2) Given the product [C:15]1([C:21]2[S:25][C:24]([C:8]3[C:9]([NH2:14])=[N:10][CH:11]=[CH:12][CH:13]=3)=[CH:23][CH:22]=2)[CH:20]=[CH:19][CH:18]=[CH:17][CH:16]=1, predict the reactants needed to synthesize it. The reactants are: C(=O)([O-])[O-].[Na+].[Na+].Br[C:8]1[C:9]([NH2:14])=[N:10][CH:11]=[CH:12][CH:13]=1.[C:15]1([C:21]2[S:25][C:24](B(O)O)=[CH:23][CH:22]=2)[CH:20]=[CH:19][CH:18]=[CH:17][CH:16]=1. (3) Given the product [C:40]1([CH3:50])[CH:41]=[CH:42][C:43]([S:46]([OH:49])(=[O:47])=[O:48])=[CH:44][CH:45]=1.[OH:1][CH2:2][CH2:3][NH:4][C:5]([C:7]1[C:8]2[S:16][CH:15]=[C:14]([CH2:17][O:18][C:19]3[CH:24]=[C:23]([C:25]4[N:26]=[N:27][N:28]([CH2:30][C:31]5[CH:32]=[CH:33][C:34]([Cl:37])=[CH:35][CH:36]=5)[CH:29]=4)[CH:22]=[CH:21][C:20]=3[CH3:38])[C:9]=2[C:10]([NH2:13])=[N:11][CH:12]=1)=[O:6], predict the reactants needed to synthesize it. The reactants are: [OH:1][CH2:2][CH2:3][NH:4][C:5]([C:7]1[C:8]2[S:16][CH:15]=[C:14]([CH2:17][O:18][C:19]3[CH:24]=[C:23]([C:25]4[N:26]=[N:27][N:28]([CH2:30][C:31]5[CH:36]=[CH:35][C:34]([Cl:37])=[CH:33][CH:32]=5)[CH:29]=4)[CH:22]=[CH:21][C:20]=3[CH3:38])[C:9]=2[C:10]([NH2:13])=[N:11][CH:12]=1)=[O:6].O.[C:40]1([CH3:50])[CH:45]=[CH:44][C:43]([S:46]([OH:49])(=[O:48])=[O:47])=[CH:42][CH:41]=1.